From a dataset of Catalyst prediction with 721,799 reactions and 888 catalyst types from USPTO. Predict which catalyst facilitates the given reaction. (1) Reactant: CS(O[CH:6]1[CH2:9][N:8]([C:10]2[O:11][CH:12]=[C:13]([C:15](=[O:35])[NH:16][C@H:17]3[CH2:21][CH2:20][N:19]([C:22]([O:24][CH2:25][C:26]4[CH:31]=[CH:30][C:29]([N+:32]([O-:34])=[O:33])=[CH:28][CH:27]=4)=[O:23])[CH2:18]3)[N:14]=2)[CH2:7]1)(=O)=O.[C:36]([O-:39])(=[S:38])[CH3:37].[K+]. Product: [C:36]([S:38][CH:6]1[CH2:9][N:8]([C:10]2[O:11][CH:12]=[C:13]([C:15](=[O:35])[NH:16][C@H:17]3[CH2:21][CH2:20][N:19]([C:22]([O:24][CH2:25][C:26]4[CH:31]=[CH:30][C:29]([N+:32]([O-:34])=[O:33])=[CH:28][CH:27]=4)=[O:23])[CH2:18]3)[N:14]=2)[CH2:7]1)(=[O:39])[CH3:37]. The catalyst class is: 9. (2) Product: [C:1]([O:4][C@@H:5]1[C@H:9]([O:10][C:11](=[O:13])[CH3:12])[C@@H:8]([CH2:14][O:15][C:16](=[O:18])[CH3:17])[O:7][C@H:6]1[N:19]1[CH:27]=[N:26][C:25]2[C:20]1=[N:21][C:22]([I:29])=[N:23][C:24]=2[NH:33][O:32][CH3:31])(=[O:3])[CH3:2]. The catalyst class is: 7. Reactant: [C:1]([O:4][C@@H:5]1[C@H:9]([O:10][C:11](=[O:13])[CH3:12])[C@@H:8]([CH2:14][O:15][C:16](=[O:18])[CH3:17])[O:7][C@H:6]1[N:19]1[CH:27]=[N:26][C:25]2[C:20]1=[N:21][C:22]([I:29])=[N:23][C:24]=2Cl)(=[O:3])[CH3:2].Cl.[CH3:31][O:32][NH2:33].C(N(CC)CC)C. (3) Reactant: [CH3:1][N:2]1[CH2:14][CH2:13][C:5]2[NH:6][C:7]3[CH:8]=[CH:9][CH:10]=[CH:11][C:12]=3[C:4]=2[CH2:3]1.C1C(=O)N([Br:22])C(=O)C1.O.C([O-])(O)=O.[Na+]. Product: [Br:22][C:4]1[C:12]2[C:7](=[CH:8][CH:9]=[CH:10][CH:11]=2)[N:6]2[CH2:1][N:2]([CH3:3])[CH2:14][CH2:13][C:5]=12. The catalyst class is: 22. (4) Reactant: [C@H:1]1([NH2:8])[CH2:6][CH2:5][C@H:4]([NH2:7])[CH2:3][CH2:2]1.C(Cl)(=O)[C:10]1[CH:18]=[CH:17][C:13]([C:14](Cl)=[O:15])=[CH:12][CH:11]=1.[C:21](Cl)(=[O:28])[C:22]1[CH:27]=[CH:26][CH:25]=[CH:24][CH:23]=1. Product: [CH:1]1([NH:8][C:14](=[O:15])[C:13]2[CH:12]=[CH:11][CH:10]=[CH:18][CH:17]=2)[CH2:6][CH2:5][CH:4]([NH:7][C:21](=[O:28])[C:22]2[CH:27]=[CH:26][CH:25]=[CH:24][CH:23]=2)[CH2:3][CH2:2]1. The catalyst class is: 66.